Dataset: Full USPTO retrosynthesis dataset with 1.9M reactions from patents (1976-2016). Task: Predict the reactants needed to synthesize the given product. (1) The reactants are: [CH3:1][C:2]([C:4]1[O:5][C:6]2[CH:12]=[CH:11][CH:10]=[CH:9][C:7]=2[CH:8]=1)=[O:3].[Br:13]Br. Given the product [Br:13][CH2:1][C:2]([C:4]1[O:5][C:6]2[CH:12]=[CH:11][CH:10]=[CH:9][C:7]=2[CH:8]=1)=[O:3], predict the reactants needed to synthesize it. (2) The reactants are: [Mg].IC.Br[C:5]1[CH:6]=[CH:7][C:8]2[CH:12]=[CH:11][S:10][C:9]=2[CH:13]=1.II.IC.BrC1C=CC2C=CSC=2C=1.[CH3:28][CH2:29][C:30](=[O:33])[CH2:31][CH3:32]. Given the product [S:10]1[CH:11]=[CH:12][C:8]2[CH:7]=[CH:6][C:5]([C:30]([OH:33])([CH2:31][CH3:32])[CH2:29][CH3:28])=[CH:13][C:9]1=2, predict the reactants needed to synthesize it.